Dataset: Reaction yield outcomes from USPTO patents with 853,638 reactions. Task: Predict the reaction yield, written as a fraction of the theoretical maximum amount of product (1.0 means a 100% yield; for example, 0.34 means a 34% yield). (1) The reactants are [C:1]([BH3-])#N.[Na+].[NH:5]1[CH2:11][CH2:10][CH2:9][C@H:8]([NH:12][C:13]([N:15]2[CH2:21][CH2:20][C@@H:19]3[C@H:16]2[C:17](=[O:26])[N:18]3[S:22]([OH:25])(=[O:24])=[O:23])=[O:14])[CH2:7][CH2:6]1.C=O. The catalyst is C(#N)C.C(O)(=O)C. The product is [CH3:1][N:5]1[CH2:11][CH2:10][CH2:9][C@H:8]([NH:12][C:13]([N:15]2[CH2:21][CH2:20][C@@H:19]3[C@H:16]2[C:17](=[O:26])[N:18]3[S:22]([OH:25])(=[O:24])=[O:23])=[O:14])[CH2:7][CH2:6]1. The yield is 0.230. (2) The reactants are [Cl:1][C:2]1[CH:3]=[CH:4][C:5]([O:8][CH:9]2[CH2:14][CH2:13][NH:12][CH2:11][CH2:10]2)=[N:6][CH:7]=1.CCN(C(C)C)C(C)C.[O:24]=[C:25]1[NH:29][N:28]=[C:27]([CH2:30][S:31](Cl)(=[O:33])=[O:32])[NH:26]1. The product is [Cl:1][C:2]1[CH:3]=[CH:4][C:5]([O:8][CH:9]2[CH2:14][CH2:13][N:12]([S:31]([CH2:30][C:27]3[NH:26][C:25](=[O:24])[NH:29][N:28]=3)(=[O:33])=[O:32])[CH2:11][CH2:10]2)=[N:6][CH:7]=1. The catalyst is C1COCC1. The yield is 0.0760. (3) The reactants are [NH2:1][C:2]1[CH:3]=[C:4]([C:8]2[CH:13]=[CH:12][C:11]([CH:14]=[C:15]3[S:19][C:18](=[O:20])[NH:17][C:16]3=[O:21])=[CH:10][CH:9]=2)[CH:5]=[CH:6][CH:7]=1.[C:22]1([CH2:28][C:29](Cl)=[O:30])[CH:27]=[CH:26][CH:25]=[CH:24][CH:23]=1. No catalyst specified. The product is [O:20]=[C:18]1[NH:17][C:16](=[O:21])[C:15](=[CH:14][C:11]2[CH:10]=[CH:9][C:8]([C:4]3[CH:5]=[CH:6][CH:7]=[C:2]([NH:1][C:29](=[O:30])[CH2:28][C:22]4[CH:27]=[CH:26][CH:25]=[CH:24][CH:23]=4)[CH:3]=3)=[CH:13][CH:12]=2)[S:19]1. The yield is 0.970. (4) The reactants are [CH3:1][N:2]1[C:6]([C@:7]23[O:13][C@H:12]2[CH2:11][CH2:10][CH2:9][CH2:8]3)=[CH:5][CH:4]=[N:3]1. The catalyst is [Ni].C(O)(C)C. The product is [CH3:1][N:2]1[C:6]([C@H:7]2[CH2:8][CH2:9][CH2:10][CH2:11][C@@H:12]2[OH:13])=[CH:5][CH:4]=[N:3]1. The yield is 0.280. (5) The reactants are CN(C(ON1N=NC2C=CC=NC1=2)=[N+](C)C)C.F[P-](F)(F)(F)(F)F.Cl.[F:26][C:27]1[CH:28]=[C:29]([NH:40][C:41]([C@H:43]2[C:52]3[C:47](=[CH:48][C:49]([O:53][CH3:54])=[CH:50][CH:51]=3)[CH2:46][CH2:45][NH:44]2)=[O:42])[CH:30]=[C:31]([F:39])[C:32]=1[C:33]([CH3:38])([CH3:37])[CH2:34][O:35][CH3:36].[C:55]([O:59][C:60](=[O:69])[CH2:61][C@@H:62]1[CH2:65][C@H:64]([C:66](O)=[O:67])[CH2:63]1)([CH3:58])([CH3:57])[CH3:56].CCN(C(C)C)C(C)C. The catalyst is CN(C=O)C.O. The product is [F:26][C:27]1[CH:28]=[C:29]([NH:40][C:41]([C@H:43]2[C:52]3[C:47](=[CH:48][C:49]([O:53][CH3:54])=[CH:50][CH:51]=3)[CH2:46][CH2:45][N:44]2[C:66]([C@@H:64]2[CH2:63][C@H:62]([CH2:61][C:60]([O:59][C:55]([CH3:58])([CH3:57])[CH3:56])=[O:69])[CH2:65]2)=[O:67])=[O:42])[CH:30]=[C:31]([F:39])[C:32]=1[C:33]([CH3:37])([CH3:38])[CH2:34][O:35][CH3:36]. The yield is 0.734. (6) The reactants are [CH3:1][O:2][C:3]1([C:9]2[CH:10]=[C:11]([CH2:15][O:16][CH2:17]C(OC)=O)[CH:12]=[CH:13][CH:14]=2)[CH2:8][CH2:7][O:6][CH2:5][CH2:4]1.[Li+].[OH-:23].[CH3:24][OH:25]. The catalyst is O. The product is [CH3:1][O:2][C:3]1([C:9]2[CH:10]=[C:11]([CH:15]([O:16][CH3:17])[C:24]([OH:25])=[O:23])[CH:12]=[CH:13][CH:14]=2)[CH2:4][CH2:5][O:6][CH2:7][CH2:8]1. The yield is 0.970.